From a dataset of Full USPTO retrosynthesis dataset with 1.9M reactions from patents (1976-2016). Predict the reactants needed to synthesize the given product. (1) Given the product [CH3:2][C:3]([O:31][C@@H:10]1[CH2:11][C:12]2[C@@:7]([CH3:6])([C@@H:16]3[C@@H:15]([CH2:14][CH:13]=2)[C@@H:20]2[CH2:21][CH:22]=[C:23]([C:24]4[CH:25]=[CH:26][CH:27]=[N:28][CH:29]=4)[C@@:19]2([CH3:30])[CH2:18][CH2:17]3)[CH2:8][CH2:9]1)=[O:4], predict the reactants needed to synthesize it. The reactants are: C1C[O:4][CH2:3][CH2:2]1.[CH3:6][C@@:7]12[C@H:16]3[CH2:17][CH2:18][C@:19]4([CH3:30])[C:23]([C:24]5[CH:25]=[CH:26][CH:27]=[N:28][CH:29]=5)=[CH:22][CH2:21][C@H:20]4[C@@H:15]3[CH2:14][CH:13]=[C:12]1[CH2:11][C@@H:10]([OH:31])[CH2:9][CH2:8]2.C(N(CC)CC)C.C(OC(=O)C)(=O)C. (2) Given the product [N+:7]([C:13]1[CH:14]=[C:15]([CH:24]=[CH:25][C:12]=1[O:11][C:10]([F:9])([F:26])[F:27])[CH2:16][NH:17][C:18](=[O:23])[C:19]([CH3:21])([CH3:22])[CH3:20])([O-:8])=[O:6], predict the reactants needed to synthesize it. The reactants are: F[B-](F)(F)F.[O:6]=[N+:7]=[O:8].[F:9][C:10]([F:27])([F:26])[O:11][C:12]1[CH:25]=[CH:24][C:15]([CH2:16][NH:17][C:18](=[O:23])[C:19]([CH3:22])([CH3:21])[CH3:20])=[CH:14][CH:13]=1.CCOCC. (3) Given the product [C:2]1([C:2]23[CH2:11][CH:6]4[CH2:7][CH:8]([CH2:10][CH:4]([C:5]4=[O:12])[CH2:3]2)[CH2:9]3)[CH:11]=[CH:6][CH:5]=[CH:4][CH:3]=1, predict the reactants needed to synthesize it. The reactants are: O[C:2]12[CH2:11][CH:6]3[CH2:7][CH:8]([CH2:10][CH:4]([C:5]3=[O:12])[CH2:3]1)[CH2:9]2.FC(F)(F)S(O)(=O)=O.C([O-])(O)=O.[Na+].